Task: Predict the product of the given reaction.. Dataset: Forward reaction prediction with 1.9M reactions from USPTO patents (1976-2016) (1) Given the reactants [F:1][CH:2]([F:24])[CH2:3][O:4][C@H:5]1[CH2:9][N:8]([C:10]([O:12][CH2:13][C:14]2[CH:19]=[CH:18][CH:17]=[CH:16][CH:15]=2)=[O:11])[CH:7]([C:20](OC)=[O:21])[CH2:6]1.[BH4-].[Li+].O, predict the reaction product. The product is: [F:24][CH:2]([F:1])[CH2:3][O:4][C@H:5]1[CH2:9][N:8]([C:10]([O:12][CH2:13][C:14]2[CH:19]=[CH:18][CH:17]=[CH:16][CH:15]=2)=[O:11])[CH:7]([CH2:20][OH:21])[CH2:6]1. (2) The product is: [CH2:16]([O:15][C:13]([NH:2][CH:3]1[CH2:8][CH2:7][CH:6]([C:9]([OH:11])=[O:10])[CH2:5][CH2:4]1)=[O:14])[C:17]1[CH:22]=[CH:21][CH:20]=[CH:19][CH:18]=1. Given the reactants Cl.[NH2:2][C@H:3]1[CH2:8][CH2:7][C@H:6]([C:9]([OH:11])=[O:10])[CH2:5][CH2:4]1.Cl[C:13]([O:15][CH2:16][C:17]1[CH:22]=[CH:21][CH:20]=[CH:19][CH:18]=1)=[O:14].Cl.O, predict the reaction product. (3) Given the reactants [C:1]([O:11][CH3:12])(=[O:10])[CH:2]=[CH:3][C:4]1[CH:9]=[CH:8][CH:7]=[CH:6][CH:5]=1.[N+:13]([CH3:16])([O-:15])=[O:14].CN(C)C(N(C)C)=N.Cl, predict the reaction product. The product is: [CH3:12][O:11][C:1](=[O:10])[CH2:2][CH:3]([C:4]1[CH:5]=[CH:6][CH:7]=[CH:8][CH:9]=1)[CH2:16][N+:13]([O-:15])=[O:14]. (4) Given the reactants C(OC(=O)NC1C=C[CH:11]=[C:10]([CH2:14][N:15]2[CH:19]=[CH:18][C:17]([NH:20][C:21](=[O:40])[C@@H:22]([C:29]3[CH:34]=[CH:33][C:32]([S:35]([CH3:38])(=[O:37])=[O:36])=[C:31]([Cl:39])[CH:30]=3)[CH2:23][CH:24]3[CH2:28][CH2:27][CH2:26][CH2:25]3)=[N:16]2)[CH:9]=1)(C)(C)C.C(Cl)(=O)[C:43](Cl)=[O:44].COC(C)(C)CN1C=CC(N)=N1.N1C(C)=CC=CC=1C, predict the reaction product. The product is: [Cl:39][C:31]1[CH:30]=[C:29]([C@@H:22]([CH2:23][CH:24]2[CH2:28][CH2:27][CH2:26][CH2:25]2)[C:21]([NH:20][C:17]2[CH:18]=[CH:19][N:15]([CH2:14][C:10]([O:44][CH3:43])([CH3:11])[CH3:9])[N:16]=2)=[O:40])[CH:34]=[CH:33][C:32]=1[S:35]([CH3:38])(=[O:36])=[O:37]. (5) Given the reactants [CH3:1][C:2]1[CH:9]=[C:8]([C:10]2[S:11][C:12]3[C:17]([N:18]=2)=[CH:16][CH:15]=[C:14]([C:19]2([C:22]4[CH:27]=[CH:26][CH:25]=[CH:24][CH:23]=4)[CH2:21][CH2:20]2)[N:13]=3)[CH:7]=[CH:6][C:3]=1[CH:4]=O.[NH:28]1[CH2:31][CH:30]([C:32]([OH:34])=[O:33])[CH2:29]1.C(O)(=O)C.C([BH3-])#N.[Na+], predict the reaction product. The product is: [CH3:1][C:2]1[CH:9]=[C:8]([C:10]2[S:11][C:12]3[C:17]([N:18]=2)=[CH:16][CH:15]=[C:14]([C:19]2([C:22]4[CH:27]=[CH:26][CH:25]=[CH:24][CH:23]=4)[CH2:20][CH2:21]2)[N:13]=3)[CH:7]=[CH:6][C:3]=1[CH2:4][N:28]1[CH2:31][CH:30]([C:32]([OH:34])=[O:33])[CH2:29]1. (6) Given the reactants [F-].[K+].Br[C:4]1[N:21]([CH2:22][C@H:23]2[CH2:28][CH2:27][C@H:26]([CH3:29])[CH2:25][CH2:24]2)[C:7]2[C:8]([C:14]3[CH:15]=[N:16][CH:17]=[C:18]([Cl:20])[CH:19]=3)=[N:9][C:10]([C:12]#[N:13])=[CH:11][C:6]=2[N:5]=1.[NH:30]1[C:35](=[O:36])[CH2:34][NH:33][C@H:32]2[CH2:37][CH2:38][CH2:39][C@H:31]12.CCN(C(C)C)C(C)C, predict the reaction product. The product is: [Cl:20][C:18]1[CH:19]=[C:14]([C:8]2[C:7]3[N:21]([CH2:22][C@H:23]4[CH2:28][CH2:27][C@H:26]([CH3:29])[CH2:25][CH2:24]4)[C:4]([N:33]4[CH2:34][C:35](=[O:36])[NH:30][C@H:31]5[CH2:39][CH2:38][CH2:37][C@H:32]45)=[N:5][C:6]=3[CH:11]=[C:10]([C:12]#[N:13])[N:9]=2)[CH:15]=[N:16][CH:17]=1. (7) Given the reactants [Cl:1][CH2:2][CH2:3][C@@H:4]([C:6]1[CH:11]=[CH:10][CH:9]=[CH:8][CH:7]=1)[OH:5].O[C:13]1[C:18]2[S:19][CH:20]=[CH:21][C:17]=2[CH:16]=[CH:15][CH:14]=1, predict the reaction product. The product is: [Cl:1][CH2:2][CH2:3][C@@H:4]([O:5][C:13]1[C:18]2[S:19][CH:20]=[CH:21][C:17]=2[CH:16]=[CH:15][CH:14]=1)[C:6]1[CH:11]=[CH:10][CH:9]=[CH:8][CH:7]=1. (8) Given the reactants CC1(C)C(C)(C)OB([C:9]2[CH:10]=[C:11]3[CH:17]=[CH:16][NH:15][C:12]3=[N:13][CH:14]=2)O1.Cl[C:20]1[N:25]=[C:24]([C:26]([N:28]2[CH2:33][CH2:32][N:31]([CH3:34])[CH2:30][CH2:29]2)=[O:27])[CH:23]=[N:22][CH:21]=1.C([O-])([O-])=O.[Cs+].[Cs+], predict the reaction product. The product is: [NH:15]1[C:12]2=[N:13][CH:14]=[C:9]([C:20]3[N:25]=[C:24]([C:26]([N:28]4[CH2:33][CH2:32][N:31]([CH3:34])[CH2:30][CH2:29]4)=[O:27])[CH:23]=[N:22][CH:21]=3)[CH:10]=[C:11]2[CH:17]=[CH:16]1. (9) Given the reactants [Si:1]([O:18][CH2:19][C:20]([C:23]1[S:24][C:25]([C:28]2[CH:33]=[CH:32][CH:31]=[C:30]([N+:34]([O-])=O)[CH:29]=2)=[CH:26][N:27]=1)([CH3:22])[CH3:21])([C:14]([CH3:17])([CH3:16])[CH3:15])([C:8]1[CH:13]=[CH:12][CH:11]=[CH:10][CH:9]=1)[C:2]1[CH:7]=[CH:6][CH:5]=[CH:4][CH:3]=1.ClCCl, predict the reaction product. The product is: [Si:1]([O:18][CH2:19][C:20]([C:23]1[S:24][C:25]([C:28]2[CH:29]=[C:30]([CH:31]=[CH:32][CH:33]=2)[NH2:34])=[CH:26][N:27]=1)([CH3:22])[CH3:21])([C:14]([CH3:15])([CH3:16])[CH3:17])([C:2]1[CH:7]=[CH:6][CH:5]=[CH:4][CH:3]=1)[C:8]1[CH:13]=[CH:12][CH:11]=[CH:10][CH:9]=1. (10) Given the reactants [Cl:1][C:2]1[CH:3]=[C:4]2[C:10]([C:11]3[N:16]=[C:15](S(C)=O)[C:14]([F:20])=[CH:13][N:12]=3)=[CH:9][N:8]([S:21]([C:24]3[CH:29]=[CH:28][C:27]([CH3:30])=[CH:26][CH:25]=3)(=[O:23])=[O:22])[C:5]2=[N:6][CH:7]=1.[C@H:31]1([NH2:38])[CH2:36][CH2:35][CH2:34][CH2:33][C@@H:32]1[NH2:37].CCN(C(C)C)C(C)C, predict the reaction product. The product is: [Cl:1][C:2]1[CH:3]=[C:4]2[C:10]([C:11]3[N:16]=[C:15]([NH:37][C@H:32]4[CH2:33][CH2:34][CH2:35][CH2:36][C@@H:31]4[NH2:38])[C:14]([F:20])=[CH:13][N:12]=3)=[CH:9][N:8]([S:21]([C:24]3[CH:29]=[CH:28][C:27]([CH3:30])=[CH:26][CH:25]=3)(=[O:23])=[O:22])[C:5]2=[N:6][CH:7]=1.